This data is from Catalyst prediction with 721,799 reactions and 888 catalyst types from USPTO. The task is: Predict which catalyst facilitates the given reaction. (1) Reactant: [Br:1][C:2]1[CH:3]=[C:4]([C:26]([CH3:29])([CH3:28])[CH3:27])[C:5]([O:24][CH3:25])=[C:6]([CH2:8][C:9]([C:13]2[CH:18]=[CH:17][C:16]([NH:19][S:20]([CH3:23])(=[O:22])=[O:21])=[CH:15][CH:14]=2)([C:11]#[N:12])[CH3:10])[CH:7]=1.[NH4+].[OH-]. Product: [NH2:12][CH2:11][C:9]([C:13]1[CH:14]=[CH:15][C:16]([NH:19][S:20]([CH3:23])(=[O:22])=[O:21])=[CH:17][CH:18]=1)([CH3:10])[CH2:8][C:6]1[CH:7]=[C:2]([Br:1])[CH:3]=[C:4]([C:26]([CH3:28])([CH3:29])[CH3:27])[C:5]=1[O:24][CH3:25]. The catalyst class is: 94. (2) Reactant: [N+:1]([C:4]1[CH:9]=[CH:8][C:7]([N:10]2[CH2:15][CH2:14][CH2:13][CH2:12][CH2:11]2)=[CH:6][C:5]=1B1OC(C)(C)C(C)(C)O1)([O-:3])=[O:2].Cl[C:26]1[CH:31]=[C:30]([F:32])[CH:29]=[CH:28][N:27]=1.[O-]P([O-])([O-])=O.[K+].[K+].[K+].C1(P(C2CCCCC2)C2C=CC=CC=2C2C(OC)=CC=CC=2OC)CCCCC1. Product: [F:32][C:30]1[CH:29]=[CH:28][N:27]=[C:26]([C:5]2[CH:6]=[C:7]([N:10]3[CH2:11][CH2:12][CH2:13][CH2:14][CH2:15]3)[CH:8]=[CH:9][C:4]=2[N+:1]([O-:3])=[O:2])[CH:31]=1. The catalyst class is: 108. (3) Reactant: Br[CH2:2][C:3]1[CH:8]=[CH:7][CH:6]=[C:5]([N+:9]([O-:11])=[O:10])[CH:4]=1.[NH:12]1[CH2:16][CH2:15][CH2:14][CH2:13]1.C([O-])([O-])=O.[K+].[K+]. Product: [N+:9]([C:5]1[CH:4]=[C:3]([CH:8]=[CH:7][CH:6]=1)[CH2:2][N:12]1[CH2:16][CH2:15][CH2:14][CH2:13]1)([O-:11])=[O:10]. The catalyst class is: 1. (4) Reactant: [Cl:1][C:2]1[CH:8]=[C:7]([O:9][C:10]2[C:19]3[C:14](=[CH:15][C:16]([O:22][CH3:23])=[C:17]([O:20][CH3:21])[CH:18]=3)[N:13]=[CH:12][CH:11]=2)[CH:6]=[CH:5][C:3]=1[NH2:4].C(N(CC)CC)C.ClC(Cl)(O[C:35](=[O:41])OC(Cl)(Cl)Cl)Cl.Br(O)(=O)=O.[NH2:47][C:48]1[S:49][C:50]([Br:53])=[CH:51][N:52]=1. Product: [Br:53][C:50]1[S:49][C:48]([NH:47][C:35]([NH:4][C:3]2[CH:5]=[CH:6][C:7]([O:9][C:10]3[C:19]4[C:14](=[CH:15][C:16]([O:22][CH3:23])=[C:17]([O:20][CH3:21])[CH:18]=4)[N:13]=[CH:12][CH:11]=3)=[CH:8][C:2]=2[Cl:1])=[O:41])=[N:52][CH:51]=1. The catalyst class is: 146. (5) Reactant: [C:1]([C:4]1[CH:9]=[CH:8][C:7]([N:10]2[C:14](=[O:15])[NH:13][NH:12][C:11]2=[O:16])=[CH:6][CH:5]=1)(=O)[CH3:2].Cl.[CH2:18]([O:21][NH2:22])[C:19]#[CH:20].Cl.O1CCOCC1. Product: [CH2:18]([O:21]/[N:22]=[C:1](/[C:4]1[CH:9]=[CH:8][C:7]([N:10]2[C:14](=[O:15])[NH:13][NH:12][C:11]2=[O:16])=[CH:6][CH:5]=1)\[CH3:2])[C:19]#[CH:20]. The catalyst class is: 8. (6) Reactant: [CH2:1]([N:3]1[C:15]2[CH:14]=[CH:13][C:12]([NH2:16])=[CH:11][C:10]=2[C:9]2[C:4]1=[CH:5][CH:6]=[CH:7][CH:8]=2)[CH3:2].C[Al](C)C.[OH:21][C:22]1([CH3:29])[CH2:27][CH2:26][O:25][C:24](=[O:28])[CH2:23]1.Cl. Product: [CH2:1]([N:3]1[C:15]2[CH:14]=[CH:13][C:12]([NH:16][C:24](=[O:28])[CH2:23][C:22]([OH:21])([CH3:29])[CH2:27][CH2:26][OH:25])=[CH:11][C:10]=2[C:9]2[C:4]1=[CH:5][CH:6]=[CH:7][CH:8]=2)[CH3:2]. The catalyst class is: 11. (7) Reactant: [N:1]1([CH2:7][C:8]2[CH:9]=[C:10]3[C:18](=[CH:19][CH:20]=2)[N:17]=[C:16]2[N:11]3[C:12](=[O:24])[NH:13][C:14]3[C:15]2=[N:21][NH:22][CH:23]=3)[CH2:6][CH2:5][O:4][CH2:3][CH2:2]1.C(O)CCC.[C:30](#[N:34])[CH2:31][CH2:32]C.C1(N)CC1. Product: [CH:30]1([NH:34][C:12]([NH:13][C:14]2[C:15]([C:16]3[NH:17][C:18]4[CH:19]=[CH:20][C:8]([CH2:7][N:1]5[CH2:2][CH2:3][O:4][CH2:5][CH2:6]5)=[CH:9][C:10]=4[N:11]=3)=[N:21][NH:22][CH:23]=2)=[O:24])[CH2:32][CH2:31]1. The catalyst class is: 11. (8) Reactant: [CH3:1][C:2]1[CH:3]=[CH:4][C:5]([C:8]2[CH:9]=[C:10]([CH:14]=[C:15]([C:17]3[CH2:21][C@@H:20]([C:22]4[CH:27]=[CH:26][CH:25]=[CH:24][N:23]=4)[O:19][N:18]=3)[CH:16]=2)[C:11](O)=[O:12])=[N:6][CH:7]=1.Cl.[F:29][C:30]1[CH:31]=[CH:32][C:33]([C@H:37]([NH2:39])[CH3:38])=[N+:34]([O-:36])[CH:35]=1.C(Cl)CCl.C1C=NC2N(O)N=NC=2C=1.C(N(CC)CC)C. The catalyst class is: 9. Product: [F:29][C:30]1[CH:31]=[CH:32][C:33]([C@H:37]([NH:39][C:11](=[O:12])[C:10]2[CH:14]=[C:15]([C:17]3[CH2:21][C@@H:20]([C:22]4[CH:27]=[CH:26][CH:25]=[CH:24][N:23]=4)[O:19][N:18]=3)[CH:16]=[C:8]([C:5]3[CH:4]=[CH:3][C:2]([CH3:1])=[CH:7][N:6]=3)[CH:9]=2)[CH3:38])=[N+:34]([O-:36])[CH:35]=1.